The task is: Predict the product of the given reaction.. This data is from Forward reaction prediction with 1.9M reactions from USPTO patents (1976-2016). (1) Given the reactants [CH3:1][C:2]1[C:6]([CH:7]2[CH2:12][CH2:11][CH2:10][CH2:9][CH2:8]2)=[CH:5][S:4][CH:3]=1.O=P(Cl)(Cl)Cl.CN([CH:21]=[O:22])C, predict the reaction product. The product is: [CH:21]([C:3]1[S:4][CH:5]=[C:6]([CH:7]2[CH2:8][CH2:9][CH2:10][CH2:11][CH2:12]2)[C:2]=1[CH3:1])=[O:22]. (2) Given the reactants [C:1]([C:5]1[CH:6]=[C:7]([CH:32]=[CH:33][CH:34]=1)[CH2:8][N:9]1[C@@H:17]2[C@H:12]([C@H:13]([CH2:20][C:21]3[CH:26]=[CH:25][C:24]([N+:27]([O-])=O)=[C:23]([F:30])[CH:22]=3)[CH2:14][S:15](=[O:19])(=[O:18])[CH2:16]2)[O:11][C:10]1=[O:31])([CH3:4])([CH3:3])[CH3:2], predict the reaction product. The product is: [NH2:27][C:24]1[CH:25]=[CH:26][C:21]([CH2:20][C@H:13]2[C@H:12]3[C@@H:17]([N:9]([CH2:8][C:7]4[CH:32]=[CH:33][CH:34]=[C:5]([C:1]([CH3:3])([CH3:4])[CH3:2])[CH:6]=4)[C:10](=[O:31])[O:11]3)[CH2:16][S:15](=[O:18])(=[O:19])[CH2:14]2)=[CH:22][C:23]=1[F:30].